Regression. Given two drug SMILES strings and cell line genomic features, predict the synergy score measuring deviation from expected non-interaction effect. From a dataset of NCI-60 drug combinations with 297,098 pairs across 59 cell lines. (1) Drug 1: C1=C(C(=O)NC(=O)N1)F. Drug 2: CN(C(=O)NC(C=O)C(C(C(CO)O)O)O)N=O. Cell line: RPMI-8226. Synergy scores: CSS=65.4, Synergy_ZIP=-12.2, Synergy_Bliss=-24.8, Synergy_Loewe=-32.1, Synergy_HSA=-23.7. (2) Drug 1: CC(CN1CC(=O)NC(=O)C1)N2CC(=O)NC(=O)C2. Drug 2: CCCCCOC(=O)NC1=NC(=O)N(C=C1F)C2C(C(C(O2)C)O)O. Cell line: MOLT-4. Synergy scores: CSS=55.6, Synergy_ZIP=1.36, Synergy_Bliss=1.54, Synergy_Loewe=-21.8, Synergy_HSA=2.22. (3) Drug 1: C1=CC=C(C(=C1)C(C2=CC=C(C=C2)Cl)C(Cl)Cl)Cl. Drug 2: CN(C(=O)NC(C=O)C(C(C(CO)O)O)O)N=O. Synergy scores: CSS=4.41, Synergy_ZIP=-1.29, Synergy_Bliss=0.698, Synergy_Loewe=-4.66, Synergy_HSA=-0.671. Cell line: PC-3. (4) Drug 1: CC1CCCC2(C(O2)CC(NC(=O)CC(C(C(=O)C(C1O)C)(C)C)O)C(=CC3=CSC(=N3)C)C)C. Drug 2: N.N.Cl[Pt+2]Cl. Cell line: HS 578T. Synergy scores: CSS=40.1, Synergy_ZIP=-4.49, Synergy_Bliss=-8.63, Synergy_Loewe=-22.1, Synergy_HSA=-7.59.